Task: Predict the reactants needed to synthesize the given product.. Dataset: Full USPTO retrosynthesis dataset with 1.9M reactions from patents (1976-2016) (1) Given the product [Cl:1][C:2]1[CH:3]=[CH:4][C:5]([C:8]2[C:14]3[CH:15]=[CH:16][CH:17]=[CH:18][C:13]=3[N:12]3[C:19]([CH3:22])=[N:20][N:21]=[C:11]3[CH:10]([CH2:23][C:24]([NH:56][NH:55][C:53]([CH:50]3[CH2:52][CH2:51]3)=[O:54])=[O:26])[CH:9]=2)=[CH:6][CH:7]=1, predict the reactants needed to synthesize it. The reactants are: [Cl:1][C:2]1[CH:7]=[CH:6][C:5]([C:8]2[C:14]3[CH:15]=[CH:16][CH:17]=[CH:18][C:13]=3[N:12]3[C:19]([CH3:22])=[N:20][N:21]=[C:11]3[CH:10]([CH2:23][C:24]([OH:26])=O)[CH:9]=2)=[CH:4][CH:3]=1.Cl.CN(C)CCCN=C=NCC.O.ON1C2C=CC=CC=2N=N1.[CH:50]1([C:53]([NH:55][NH2:56])=[O:54])[CH2:52][CH2:51]1.C(=O)(O)[O-].[Na+]. (2) The reactants are: Cl[C:2]([CH3:5])([CH3:4])[CH3:3].[Mg].[C:7]([Mg]Cl)([CH3:10])([CH3:9])[CH3:8].[Br-].[Li+].[C:15](Cl)(=[O:19])[C:16](Cl)=[O:17]. Given the product [CH3:3][C:2]([CH3:5])([C:15](=[O:19])[C:16](=[O:17])[C:7]([CH3:10])([CH3:9])[CH3:8])[CH3:4], predict the reactants needed to synthesize it. (3) The reactants are: [Cl:1][C:2]1[C:18]([Cl:19])=[CH:17][C:5]2[N:6]=[C:7]([C:9]3[CH:14]=[CH:13][C:12]([CH:15]=[O:16])=[CH:11][CH:10]=3)[NH:8][C:4]=2[CH:3]=1.I[CH3:21]. Given the product [Cl:19][C:18]1[C:2]([Cl:1])=[CH:3][C:4]2[N:8]([CH3:21])[C:7]([C:9]3[CH:10]=[CH:11][C:12]([CH:15]=[O:16])=[CH:13][CH:14]=3)=[N:6][C:5]=2[CH:17]=1, predict the reactants needed to synthesize it. (4) Given the product [OH:36][CH2:35][CH2:37][NH:38][C:4]([C:6]1[C:7]2[S:15][CH:14]=[C:13]([CH2:16][O:17][C:18]3[CH:23]=[C:22]([NH:24][C:25](=[O:33])[C:26]4[CH:31]=[CH:30][CH:29]=[C:28]([Cl:32])[CH:27]=4)[CH:21]=[CH:20][C:19]=3[CH3:34])[C:8]=2[C:9]([NH2:12])=[N:10][CH:11]=1)=[O:5], predict the reactants needed to synthesize it. The reactants are: C(O[C:4]([C:6]1[C:7]2[S:15][CH:14]=[C:13]([CH2:16][O:17][C:18]3[CH:23]=[C:22]([NH:24][C:25](=[O:33])[C:26]4[CH:31]=[CH:30][CH:29]=[C:28]([Cl:32])[CH:27]=4)[CH:21]=[CH:20][C:19]=3[CH3:34])[C:8]=2[C:9]([NH2:12])=[N:10][CH:11]=1)=[O:5])C.[CH2:35]([CH2:37][NH2:38])[OH:36]. (5) Given the product [CH3:1][C:2]1[C:11]2[N:10]=[CH:9][CH:8]=[CH:7][C:6]=2[C:5]([C:12]([O:14][CH3:16])=[O:13])=[CH:4][CH:3]=1, predict the reactants needed to synthesize it. The reactants are: [CH3:1][C:2]1[C:11]2[N:10]=[CH:9][CH:8]=[CH:7][C:6]=2[C:5]([C:12]([OH:14])=[O:13])=[CH:4][CH:3]=1.Cl.[CH3:16]O.